From a dataset of Forward reaction prediction with 1.9M reactions from USPTO patents (1976-2016). Predict the product of the given reaction. (1) Given the reactants [CH2:1]([O:3][C:4]1[CH:12]=[C:11]2[C:7]([CH:8]=[N:9][NH:10]2)=[CH:6][C:5]=1[NH:13][C:14]1[C:15]2[C:22]3[CH2:23][CH2:24][CH:25]([C:27](O)=[O:28])[CH2:26][C:21]=3[S:20][C:16]=2[N:17]=[CH:18][N:19]=1)[CH3:2].[NH:30]1[CH2:34][CH:33]=[CH:32][CH2:31]1, predict the reaction product. The product is: [N:30]1([C:27]([CH:25]2[CH2:24][CH2:23][C:22]3[C:15]4[C:14]([NH:13][C:5]5[CH:6]=[C:7]6[C:11](=[CH:12][C:4]=5[O:3][CH2:1][CH3:2])[NH:10][N:9]=[CH:8]6)=[N:19][CH:18]=[N:17][C:16]=4[S:20][C:21]=3[CH2:26]2)=[O:28])[CH2:34][CH:33]=[CH:32][CH2:31]1. (2) Given the reactants O[Li].O.C[O:5][C:6](=[O:20])[C:7]1[CH:12]=[CH:11][C:10]([C:13]([N:15]2[CH2:19][CH2:18][CH2:17][CH2:16]2)=[O:14])=[CH:9][CH:8]=1.C1COCC1.O, predict the reaction product. The product is: [N:15]1([C:13]([C:10]2[CH:11]=[CH:12][C:7]([C:6]([OH:20])=[O:5])=[CH:8][CH:9]=2)=[O:14])[CH2:16][CH2:17][CH2:18][CH2:19]1. (3) Given the reactants O.[OH-].[Li+].C[O:5][C:6]([C:8]1[C:16]2[C:11](=[CH:12][CH:13]=[CH:14][CH:15]=2)[N:10]([C:17]2[C:26]3[C:21](=[CH:22][CH:23]=[C:24]([C:27]([F:30])([F:29])[F:28])[CH:25]=3)[N:20]=[CH:19][CH:18]=2)[CH:9]=1)=[O:7], predict the reaction product. The product is: [C:6]([C:8]1[C:16]2[C:11](=[CH:12][CH:13]=[CH:14][CH:15]=2)[N:10]([C:17]2[C:26]3[C:21](=[CH:22][CH:23]=[C:24]([C:27]([F:30])([F:28])[F:29])[CH:25]=3)[N:20]=[CH:19][CH:18]=2)[CH:9]=1)([OH:7])=[O:5]. (4) Given the reactants [CH2:1]([CH:3]([CH2:6][CH2:7][CH2:8][CH3:9])[CH2:4][OH:5])[CH3:2].[C:10](O)(=[O:17])[C:11]1[CH:16]=[CH:15][CH:14]=[N:13][CH:12]=1, predict the reaction product. The product is: [C:10]([O:5][CH2:4][CH:3]([CH2:1][CH3:2])[CH2:6][CH2:7][CH2:8][CH3:9])(=[O:17])[C:11]1[CH:16]=[CH:15][CH:14]=[N:13][CH:12]=1.